This data is from Forward reaction prediction with 1.9M reactions from USPTO patents (1976-2016). The task is: Predict the product of the given reaction. (1) The product is: [CH2:16]([O:20][C:21]([N:23]1[CH2:28][CH2:27][N:26]([C:29](=[O:41])[C@@H:30]([NH:40][C:13]([C:4]2[CH:3]=[C:2]([OH:1])[C:11]3[C:6](=[CH:7][C:8]([CH3:12])=[CH:9][CH:10]=3)[CH:5]=2)=[O:15])[CH2:31][CH2:32][C:33]([O:35][C:36]([CH3:39])([CH3:38])[CH3:37])=[O:34])[CH2:25][CH2:24]1)=[O:22])[CH2:17][CH2:18][CH3:19]. Given the reactants [OH:1][C:2]1[C:11]2[C:6](=[CH:7][C:8]([CH3:12])=[CH:9][CH:10]=2)[CH:5]=[C:4]([C:13]([OH:15])=O)[CH:3]=1.[CH2:16]([O:20][C:21]([N:23]1[CH2:28][CH2:27][N:26]([C:29](=[O:41])[C@@H:30]([NH2:40])[CH2:31][CH2:32][C:33]([O:35][C:36]([CH3:39])([CH3:38])[CH3:37])=[O:34])[CH2:25][CH2:24]1)=[O:22])[CH2:17][CH2:18][CH3:19].C1C=CC2N(O)N=NC=2C=1.C(Cl)CCl, predict the reaction product. (2) Given the reactants C1([O:32][P:33]([O-:36])([O-:35])=[O:34])C([O:32][P:33]([O-:36])([O-:35])=[O:34])C([O:32][P:33]([O-:36])([O-:35])=[O:34])C([O:32][P:33]([O-:36])([O-:35])=[O:34])C([O:32][P:33]([O-:36])([O-:35])=[O:34])C1[O:32][P:33]([O-:36])([O-:35])=[O:34].[Na+].[Na+].[Na+].[Na+].[Na+].[Na+].[Na+].[Na+].[Na+].[Na+].[Na+].[Na+].[N:49]1[CH:54]=[CH:53][CH:52]=[CH:51][CH:50]=1, predict the reaction product. The product is: [NH+:49]1[CH:54]=[CH:53][CH:52]=[CH:51][CH:50]=1.[O-:34][P:33]([O:32][P:33]([O-:35])([O-:36])=[O:34])(=[O:32])[O-:35].[NH+:49]1[CH:54]=[CH:53][CH:52]=[CH:51][CH:50]=1.[NH+:49]1[CH:54]=[CH:53][CH:52]=[CH:51][CH:50]=1.[NH+:49]1[CH:54]=[CH:53][CH:52]=[CH:51][CH:50]=1. (3) Given the reactants Cl.[CH:2]1([CH2:5][O:6][C:7]2[CH:15]=[CH:14][C:10]3[O:11][CH2:12][O:13][C:9]=3[C:8]=2[C:16]2[C:17]3[NH:24][C:23]([CH3:25])=[C:22]([C:26]([NH:28][CH:29]4[CH2:34][CH2:33][NH:32][CH2:31][CH2:30]4)=[O:27])[C:18]=3[N:19]=[CH:20][N:21]=2)[CH2:4][CH2:3]1.[C:35](Cl)(=[O:38])[CH2:36][CH3:37], predict the reaction product. The product is: [CH:2]1([CH2:5][O:6][C:7]2[CH:15]=[CH:14][C:10]3[O:11][CH2:12][O:13][C:9]=3[C:8]=2[C:16]2[C:17]3[NH:24][C:23]([CH3:25])=[C:22]([C:26]([NH:28][CH:29]4[CH2:30][CH2:31][N:32]([C:35](=[O:38])[CH2:36][CH3:37])[CH2:33][CH2:34]4)=[O:27])[C:18]=3[N:19]=[CH:20][N:21]=2)[CH2:4][CH2:3]1. (4) Given the reactants [Cl:1][C:2]1[C:3]([C:29]2[CH2:34][CH2:33][CH2:32][CH2:31][CH:30]=2)=[CH:4][C:5]([O:27][CH3:28])=[C:6]([CH:26]=1)[C:7]([N:9]1[C:15]2[CH:16]=[CH:17][CH:18]=[CH:19][C:14]=2[CH2:13][N:12]2[C:20]([C:23](O)=[O:24])=[CH:21][CH:22]=[C:11]2[CH2:10]1)=[O:8].[CH3:35][NH:36][CH2:37][CH:38]([OH:41])[CH2:39][OH:40].ON1C2C=CC=CC=2N=N1.Cl.C(N=C=N)C.C(N(CC)C(C)C)(C)C, predict the reaction product. The product is: [Cl:1][C:2]1[C:3]([C:29]2[CH2:34][CH2:33][CH2:32][CH2:31][CH:30]=2)=[CH:4][C:5]([O:27][CH3:28])=[C:6]([CH:26]=1)[C:7]([N:9]1[C:15]2[CH:16]=[CH:17][CH:18]=[CH:19][C:14]=2[CH2:13][N:12]2[C:20]([C:23]([N:36]([CH2:37][CH:38]([OH:41])[CH2:39][OH:40])[CH3:35])=[O:24])=[CH:21][CH:22]=[C:11]2[CH2:10]1)=[O:8]. (5) Given the reactants [Cl:1][C:2]1[C:3]([C:9]([OH:11])=[O:10])=[N:4][CH:5]=[C:6]([Cl:8])[N:7]=1.[C:12](=O)([O-])[O-].[K+].[K+].CI, predict the reaction product. The product is: [CH3:12][O:10][C:9]([C:3]1[C:2]([Cl:1])=[N:7][C:6]([Cl:8])=[CH:5][N:4]=1)=[O:11]. (6) Given the reactants [CH3:1][C:2]1[NH:3][C:4]2[C:9]([C:10]=1[CH3:11])=[CH:8][C:7]([C:12]([O:14][CH2:15][CH3:16])=[O:13])=[CH:6][CH:5]=2.[H-].[Na+].Br[CH2:20][C:21]1[CH:26]=[CH:25][C:24]([C:27]2[C:28]([C:33]([O:35][C:36]([CH3:39])([CH3:38])[CH3:37])=[O:34])=[CH:29][CH:30]=[CH:31][CH:32]=2)=[CH:23][CH:22]=1, predict the reaction product. The product is: [C:36]([O:35][C:33]([C:28]1[CH:29]=[CH:30][CH:31]=[CH:32][C:27]=1[C:24]1[CH:25]=[CH:26][C:21]([CH2:20][N:3]2[C:4]3[C:9](=[CH:8][C:7]([C:12]([O:14][CH2:15][CH3:16])=[O:13])=[CH:6][CH:5]=3)[C:10]([CH3:11])=[C:2]2[CH3:1])=[CH:22][CH:23]=1)=[O:34])([CH3:39])([CH3:38])[CH3:37].